Dataset: Reaction yield outcomes from USPTO patents with 853,638 reactions. Task: Predict the reaction yield, written as a fraction of the theoretical maximum amount of product (1.0 means a 100% yield; for example, 0.34 means a 34% yield). (1) The reactants are [C:1]1(=O)[C:9]2[C:4](=[CH:5][CH:6]=[CH:7][CH:8]=2)[CH2:3][CH2:2]1.Cl.[C:12]([O-])(=O)[CH3:13].[Na+].[C:17]([BH3-])#[N:18].[Na+]. The catalyst is O.CO. The product is [CH2:17]([NH:18][CH:1]1[C:9]2[C:4](=[CH:5][CH:6]=[CH:7][CH:8]=2)[CH2:3][CH2:2]1)[C:12]#[CH:13]. The yield is 0.896. (2) The reactants are [CH3:1][NH:2][C:3]1[C:8]([N+:9]([O-])=O)=[CH:7][CH:6]=[C:5]([C:12]2[CH:21]=[CH:20][C:19]3[C:14](=[CH:15][CH:16]=[CH:17][CH:18]=3)[CH:13]=2)[N:4]=1. The catalyst is CO.[Pd]. The product is [CH3:1][NH:2][C:3]1[C:8]([NH2:9])=[CH:7][CH:6]=[C:5]([C:12]2[CH:21]=[CH:20][C:19]3[C:14](=[CH:15][CH:16]=[CH:17][CH:18]=3)[CH:13]=2)[N:4]=1. The yield is 0.935. (3) The reactants are [CH3:1][C@@H:2]1[CH2:7][CH2:6][N:5]([C:8](=[O:12])[CH2:9][C:10]#[N:11])[CH2:4][C@@H:3]1[N:13]([CH3:23])[C:14]1[C:15]2[CH:22]=[CH:21][NH:20][C:16]=2[N:17]=[CH:18][N:19]=1.[C:24]([OH:36])(=[O:35])[CH2:25][C:26]([CH2:31][C:32]([OH:34])=[O:33])([C:28]([OH:30])=[O:29])[OH:27]. The catalyst is CC(C)=O. The product is [C:24]([OH:36])(=[O:35])[CH2:25][C:26]([CH2:31][C:32]([OH:34])=[O:33])([C:28]([OH:30])=[O:29])[OH:27].[CH3:1][C@@H:2]1[CH2:7][CH2:6][N:5]([C:8](=[O:12])[CH2:9][C:10]#[N:11])[CH2:4][C@@H:3]1[N:13]([CH3:23])[C:14]1[C:15]2[CH:22]=[CH:21][NH:20][C:16]=2[N:17]=[CH:18][N:19]=1. The yield is 0.750. (4) The reactants are [OH:1][C@H:2]1[C:6]2[N:7]=[CH:8][N:9]=[C:10]([N:11]3[CH2:16][CH2:15][N:14]([C:17]([O:19][C:20]([CH3:23])([CH3:22])[CH3:21])=[O:18])[CH2:13][C@@H:12]3[CH3:24])[C:5]=2[C@H:4]([CH3:25])[CH2:3]1.[H-].[Na+].[CH3:28]I. The catalyst is C1COCC1. The product is [CH3:28][O:1][C@H:2]1[C:6]2[N:7]=[CH:8][N:9]=[C:10]([N:11]3[CH2:16][CH2:15][N:14]([C:17]([O:19][C:20]([CH3:23])([CH3:22])[CH3:21])=[O:18])[CH2:13][C@@H:12]3[CH3:24])[C:5]=2[C@H:4]([CH3:25])[CH2:3]1. The yield is 0.550. (5) The reactants are Cl[C:2]1[N:11]=[C:10]([Cl:12])[CH:9]=[C:8]([C:13]#[N:14])[C:3]=1[C:4]([O:6][CH3:7])=[O:5].C(N(CC)CC)C.[NH2:22][C:23]1[CH:28]=[CH:27][CH:26]=[C:25]([CH3:29])[CH:24]=1.O. The catalyst is C1COCC1. The product is [Cl:12][C:10]1[CH:9]=[C:8]([C:13]#[N:14])[C:3]([C:4]([O:6][CH3:7])=[O:5])=[C:2]([NH:22][C:23]2[CH:24]=[C:25]([CH3:29])[CH:26]=[CH:27][CH:28]=2)[N:11]=1. The yield is 0.333. (6) The reactants are [O:1]1[CH2:5][CH2:4][C@@H:3]([N:6]2[CH2:10][CH2:9][NH:8][C:7]2=[O:11])[CH2:2]1.[O-]P([O-])([O-])=O.[K+].[K+].[K+].Br[C:21]1[CH:29]=[CH:28][CH:27]=[C:26]2[C:22]=1[CH:23]=[N:24][N:25]2[C:30]1[CH:35]=[CH:34][CH:33]=[CH:32][C:31]=1[F:36].CN[C@@H]1CCCC[C@H]1NC. The catalyst is O1CCOCC1.C(OCC)(=O)C.[Cu]I. The product is [F:36][C:31]1[CH:32]=[CH:33][CH:34]=[CH:35][C:30]=1[N:25]1[C:26]2[C:22](=[C:21]([N:8]3[CH2:9][CH2:10][N:6]([C@@H:3]4[CH2:4][CH2:5][O:1][CH2:2]4)[C:7]3=[O:11])[CH:29]=[CH:28][CH:27]=2)[CH:23]=[N:24]1. The yield is 0.900.